Dataset: Full USPTO retrosynthesis dataset with 1.9M reactions from patents (1976-2016). Task: Predict the reactants needed to synthesize the given product. Given the product [Cl:14][C:7]1[CH:6]=[CH:5][C:4]2[CH2:3][N:2]([CH3:1])[CH2:11][CH2:10][C:9]=2[N:8]=1, predict the reactants needed to synthesize it. The reactants are: [CH3:1][N:2]1[CH2:11][CH2:10][C:9]2[NH:8][C:7](=O)[CH:6]=[CH:5][C:4]=2[CH2:3]1.P(Cl)(Cl)(Cl)(Cl)[Cl:14].[OH-].[Na+].